This data is from Full USPTO retrosynthesis dataset with 1.9M reactions from patents (1976-2016). The task is: Predict the reactants needed to synthesize the given product. (1) Given the product [CH3:13][O:12][C:5]1[C:6]2[C:11](=[CH:10][CH:9]=[CH:8][CH:7]=2)[C:2]([C:27]2[CH:26]=[CH:25][C:24]([C:15]3[CH:16]=[CH:17][C:18]4[C:23](=[CH:22][CH:21]=[CH:20][CH:19]=4)[CH:14]=3)=[CH:29][CH:28]=2)=[CH:3][CH:4]=1, predict the reactants needed to synthesize it. The reactants are: Br[C:2]1[C:11]2[C:6](=[CH:7][CH:8]=[CH:9][CH:10]=2)[C:5]([O:12][CH3:13])=[CH:4][CH:3]=1.[CH:14]1[C:23]2[C:18](=[CH:19][CH:20]=[CH:21][CH:22]=2)[CH:17]=[CH:16][C:15]=1[C:24]1[CH:29]=[CH:28][C:27](B(O)O)=[CH:26][CH:25]=1.C(=O)([O-])[O-].[K+].[K+].O. (2) The reactants are: [NH2:1][N:2]1[CH2:6][CH2:5][O:4][C:3]1=[O:7].[CH3:8][O:9][C:10]1[CH:15]=[CH:14][C:13]([CH2:16][C:17](Cl)=[O:18])=[CH:12][CH:11]=1. Given the product [CH3:8][O:9][C:10]1[CH:15]=[CH:14][C:13]([CH2:16][C:17]([NH:1][N:2]2[CH2:6][CH2:5][O:4][C:3]2=[O:7])=[O:18])=[CH:12][CH:11]=1, predict the reactants needed to synthesize it. (3) Given the product [Cl:1][C:2]1[CH:3]=[C:4]([C:8]2[C:17]3[C:12](=[CH:13][CH:14]=[C:15]([C:18]([C:26]4[CH:27]=[N:28][C:29]([Cl:32])=[CH:30][CH:31]=4)([OH:25])[C:19]4[N:20]([CH3:24])[CH:21]=[N:22][CH:23]=4)[CH:16]=3)[N:11]([CH2:43][CH:44]3[CH2:46][CH2:45]3)[C:10](=[O:33])[CH:9]=2)[CH:5]=[CH:6][CH:7]=1, predict the reactants needed to synthesize it. The reactants are: [Cl:1][C:2]1[CH:3]=[C:4]([C:8]2[C:17]3[C:12](=[CH:13][CH:14]=[C:15]([C:18]([C:26]4[CH:27]=[N:28][C:29]([Cl:32])=[CH:30][CH:31]=4)([OH:25])[C:19]4[N:20]([CH3:24])[CH:21]=[N:22][CH:23]=4)[CH:16]=3)[NH:11][C:10](=[O:33])[CH:9]=2)[CH:5]=[CH:6][CH:7]=1.[Na+].[Cl-].C(=O)([O-])[O-].[Cs+].[Cs+].Br[CH2:43][CH:44]1[CH2:46][CH2:45]1. (4) Given the product [NH2:4][C:5]1[CH:10]=[CH:9][C:8]([C:11]2[C:20]3[C:15](=[CH:16][CH:17]=[C:18]([S:21][CH3:22])[CH:19]=3)[CH:14]([CH3:23])[N:13]([C:24](=[O:28])[NH:25][CH2:26][CH3:27])[N:12]=2)=[CH:7][CH:6]=1, predict the reactants needed to synthesize it. The reactants are: C([NH:4][C:5]1[CH:10]=[CH:9][C:8]([C:11]2[C:20]3[C:15](=[CH:16][CH:17]=[C:18]([S:21][CH3:22])[CH:19]=3)[CH:14]([CH3:23])[N:13]([C:24](=[O:28])[NH:25][CH2:26][CH3:27])[N:12]=2)=[CH:7][CH:6]=1)(=O)C. (5) Given the product [F:11][C:2]([F:1])([F:10])[C:3]1[CH:8]=[CH:7][N:6]=[C:5]([NH:9][C:19](=[O:20])[O:21][C:22]([CH3:24])=[CH2:23])[CH:4]=1, predict the reactants needed to synthesize it. The reactants are: [F:1][C:2]([F:11])([F:10])[C:3]1[CH:8]=[CH:7][N:6]=[C:5]([NH2:9])[CH:4]=1.N1C=CC=CC=1.Cl[C:19]([O:21][C:22]([CH3:24])=[CH2:23])=[O:20]. (6) Given the product [C:22]1([S:28]([C:2]2[CH:7]=[CH:6][C:5]3[C:8]4[CH2:9][N:10]([C:15]([O:17][C:18]([CH3:21])([CH3:20])[CH3:19])=[O:16])[CH2:11][CH2:12][C:13]=4[O:14][C:4]=3[CH:3]=2)(=[O:30])=[O:29])[CH:27]=[CH:26][CH:25]=[CH:24][CH:23]=1, predict the reactants needed to synthesize it. The reactants are: Br[C:2]1[CH:7]=[CH:6][C:5]2[C:8]3[CH2:9][N:10]([C:15]([O:17][C:18]([CH3:21])([CH3:20])[CH3:19])=[O:16])[CH2:11][CH2:12][C:13]=3[O:14][C:4]=2[CH:3]=1.[C:22]1([S:28]([O-:30])=[O:29])[CH:27]=[CH:26][CH:25]=[CH:24][CH:23]=1.[Na+]. (7) Given the product [C:24]([OH:26])(=[O:25])[CH3:23].[CH2:1]([O:3][C:4]1[CH:9]=[C:8]([CH:10]2[CH2:15][CH2:14][NH:13][CH2:12][CH2:11]2)[CH:7]=[CH:6][C:5]=1[NH:16][C:17](=[O:22])[C:18]([F:19])([F:20])[F:21])[CH3:2], predict the reactants needed to synthesize it. The reactants are: [CH2:1]([O:3][C:4]1[CH:9]=[C:8]([C:10]2[CH:15]=[CH:14][N:13]=[CH:12][CH:11]=2)[CH:7]=[CH:6][C:5]=1[NH:16][C:17](=[O:22])[C:18]([F:21])([F:20])[F:19])[CH3:2].[CH3:23][C:24]([OH:26])=[O:25].